From a dataset of Forward reaction prediction with 1.9M reactions from USPTO patents (1976-2016). Predict the product of the given reaction. (1) Given the reactants [CH:1]([C:4]1[CH:9]=[CH:8][C:7]([C:10]2[C:14]3[C:15]([CH3:22])=[C:16]([OH:21])[C:17]([CH3:20])=[C:18]([CH3:19])[C:13]=3[O:12][C:11]=2[CH3:23])=[CH:6][CH:5]=1)([CH3:3])[CH3:2].[CH3:24][O:25][C:26]1[CH:33]=[CH:32][C:29]([CH2:30]Cl)=[CH:28][CH:27]=1, predict the reaction product. The product is: [CH:1]([C:4]1[CH:9]=[CH:8][C:7]([C:10]2[C:14]3[C:15]([CH3:22])=[C:16]([O:21][CH2:30][C:29]4[CH:32]=[CH:33][C:26]([O:25][CH3:24])=[CH:27][CH:28]=4)[C:17]([CH3:20])=[C:18]([CH3:19])[C:13]=3[O:12][C:11]=2[CH3:23])=[CH:6][CH:5]=1)([CH3:3])[CH3:2]. (2) Given the reactants [N+:1]([C:4]1[CH:5]=[N:6][C:7]([NH2:10])=[N:8][CH:9]=1)([O-:3])=[O:2].Br[C:12]1[CH:25]=[CH:24][C:15]([O:16][CH2:17][CH2:18][N:19]2[CH2:23][CH2:22][CH2:21][CH2:20]2)=[CH:14][CH:13]=1.C(=O)([O-])[O-].[Cs+].[Cs+].C1(P(C2C=CC=CC=2)C2C3OC4C(=CC=CC=4P(C4C=CC=CC=4)C4C=CC=CC=4)C(C)(C)C=3C=CC=2)C=CC=CC=1, predict the reaction product. The product is: [N+:1]([C:4]1[CH:5]=[N:6][C:7]([NH:10][C:12]2[CH:13]=[CH:14][C:15]([O:16][CH2:17][CH2:18][N:19]3[CH2:20][CH2:21][CH2:22][CH2:23]3)=[CH:24][CH:25]=2)=[N:8][CH:9]=1)([O-:3])=[O:2].